From a dataset of Full USPTO retrosynthesis dataset with 1.9M reactions from patents (1976-2016). Predict the reactants needed to synthesize the given product. Given the product [CH:1]([N:5]1[C:13]2[CH:12]=[C:11]([NH:22][C:23]3[CH:28]=[CH:27][N:26]=[C:25]([N:29]4[CH2:30][CH2:31][C:32]([OH:35])([CH3:36])[CH2:33][CH2:34]4)[N:24]=3)[N:10]=[CH:9][C:8]=2[C:7]([N:15]2[CH2:20][CH2:19][NH:18][C:17](=[O:21])[CH2:16]2)=[N:6]1)([CH2:3][CH3:4])[CH3:2], predict the reactants needed to synthesize it. The reactants are: [CH:1]([N:5]1[C:13]2[CH:12]=[C:11](Cl)[N:10]=[CH:9][C:8]=2[C:7]([N:15]2[CH2:20][CH2:19][NH:18][C:17](=[O:21])[CH2:16]2)=[N:6]1)([CH2:3][CH3:4])[CH3:2].[NH2:22][C:23]1[CH:28]=[CH:27][N:26]=[C:25]([N:29]2[CH2:34][CH2:33][C:32]([CH3:36])([OH:35])[CH2:31][CH2:30]2)[N:24]=1.C1(P(C2CCCCC2)C2C(OC)=CC=C(OC)C=2C2C(C(C)C)=CC(C(C)C)=CC=2C(C)C)CCCCC1.C(=O)([O-])[O-].[Cs+].[Cs+].